Dataset: Forward reaction prediction with 1.9M reactions from USPTO patents (1976-2016). Task: Predict the product of the given reaction. (1) Given the reactants [F:1][C:2]1[CH:7]=[CH:6][C:5]([N+:8]([O-:10])=[O:9])=[CH:4][C:3]=1[C@:11]([N:17]=[C:18]=[S:19])([CH2:15][CH3:16])[CH2:12][CH2:13]O.S(Cl)([Cl:22])=O.CN(C=O)C, predict the reaction product. The product is: [Cl:22][CH2:13][CH2:12][C@:11]([C:3]1[CH:4]=[C:5]([N+:8]([O-:10])=[O:9])[CH:6]=[CH:7][C:2]=1[F:1])([CH2:15][CH3:16])[N:17]=[C:18]=[S:19]. (2) Given the reactants [NH2:1][CH2:2][C:3]1[N:8]=[CH:7][C:6]([NH:9][C:10]2[C:15]([C:16]([F:19])([F:18])[F:17])=[CH:14][CH:13]=[CH:12][C:11]=2[CH3:20])=[CH:5][CH:4]=1.[N:21]1[CH:26]=[C:25]([C:27]([NH:29][C:30]2([C:33](O)=[O:34])[CH2:32][CH2:31]2)=[O:28])[CH:24]=[N:23][CH:22]=1, predict the reaction product. The product is: [CH3:20][C:11]1[CH:12]=[CH:13][CH:14]=[C:15]([C:16]([F:19])([F:17])[F:18])[C:10]=1[NH:9][C:6]1[CH:5]=[CH:4][C:3]([CH2:2][NH:1][C:33]([C:30]2([NH:29][C:27]([C:25]3[CH:24]=[N:23][CH:22]=[N:21][CH:26]=3)=[O:28])[CH2:32][CH2:31]2)=[O:34])=[N:8][CH:7]=1. (3) Given the reactants [CH2:1]([N:4]([CH2:19][CH2:20][CH3:21])[CH2:5][CH2:6][CH2:7][CH2:8][NH:9][CH2:10][C:11]1[CH:18]=[CH:17][C:14]([C:15]#[N:16])=[CH:13][CH:12]=1)[CH2:2][CH3:3].[C:22]([C:24]1[CH:31]=[CH:30][C:27]([CH:28]=O)=[CH:26][CH:25]=1)#[N:23].C(O[BH-](OC(=O)C)OC(=O)C)(=O)C.[Na+].C(=O)(O)[O-].[Na+], predict the reaction product. The product is: [CH2:19]([N:4]([CH2:1][CH2:2][CH3:3])[CH2:5][CH2:6][CH2:7][CH2:8][N:9]([CH2:28][C:27]1[CH:30]=[CH:31][C:24]([C:22]#[N:23])=[CH:25][CH:26]=1)[CH2:10][C:11]1[CH:12]=[CH:13][C:14]([C:15]#[N:16])=[CH:17][CH:18]=1)[CH2:20][CH3:21].